From a dataset of Catalyst prediction with 721,799 reactions and 888 catalyst types from USPTO. Predict which catalyst facilitates the given reaction. (1) Reactant: Cl[C:2]1[C:10]2[C:5](=[N:6][C:7]([NH:11][CH2:12][CH2:13][OH:14])=[N:8][CH:9]=2)[N:4]([CH3:15])[N:3]=1.C(=O)([O-])[O-].[K+].[K+].CC1(C)C(C)(C)OB([C:30]2[CH:36]=[CH:35][C:33]([NH2:34])=[CH:32][CH:31]=2)O1. Product: [NH2:34][C:33]1[CH:35]=[CH:36][C:30]([C:2]2[C:10]3[C:5](=[N:6][C:7]([NH:11][CH2:12][CH2:13][OH:14])=[N:8][CH:9]=3)[N:4]([CH3:15])[N:3]=2)=[CH:31][CH:32]=1. The catalyst class is: 70. (2) Reactant: [NH:1]1[CH:5]=[N:4][N:3]=[N:2]1.[H-].[Na+].[C:8]([O:12][C:13]([N:15]1[CH2:20][CH2:19][C@:18]([OH:44])([C:21]2[CH:26]=[CH:25][C:24]([CH2:27][O:28][CH2:29][C@@H:30]([CH3:43])[CH2:31]OS(C3C=CC(C)=CC=3)(=O)=O)=[CH:23][CH:22]=2)[C@@H:17]([O:45][CH2:46][C:47]2[CH:48]=[CH:49][C:50]3[O:55][CH2:54][CH2:53][N:52]([CH2:56][CH2:57][CH2:58][O:59][CH3:60])[C:51]=3[CH:61]=2)[CH2:16]1)=[O:14])([CH3:11])([CH3:10])[CH3:9].O. Product: [C:8]([O:12][C:13]([N:15]1[CH2:20][CH2:19][C@:18]([OH:44])([C:21]2[CH:22]=[CH:23][C:24]([CH2:27][O:28][CH2:29][C@@H:30]([CH3:43])[CH2:31][N:1]3[CH:5]=[N:4][N:3]=[N:2]3)=[CH:25][CH:26]=2)[C@@H:17]([O:45][CH2:46][C:47]2[CH:48]=[CH:49][C:50]3[O:55][CH2:54][CH2:53][N:52]([CH2:56][CH2:57][CH2:58][O:59][CH3:60])[C:51]=3[CH:61]=2)[CH2:16]1)=[O:14])([CH3:10])([CH3:9])[CH3:11]. The catalyst class is: 3. (3) Reactant: Br[C:2]1[CH:7]=[CH:6][C:5]([O:8][C:9]([F:12])([F:11])[F:10])=[CH:4][CH:3]=1.[Li]CCCC.[C:18]([O:22][C:23]([N:25]1[CH2:30][CH2:29][CH:28]([CH:31]=[O:32])[CH2:27][CH2:26]1)=[O:24])([CH3:21])([CH3:20])[CH3:19]. Product: [C:18]([O:22][C:23]([N:25]1[CH2:30][CH2:29][CH:28]([CH:31]([OH:32])[C:2]2[CH:7]=[CH:6][C:5]([O:8][C:9]([F:12])([F:11])[F:10])=[CH:4][CH:3]=2)[CH2:27][CH2:26]1)=[O:24])([CH3:21])([CH3:20])[CH3:19]. The catalyst class is: 1.